Dataset: Reaction yield outcomes from USPTO patents with 853,638 reactions. Task: Predict the reaction yield, written as a fraction of the theoretical maximum amount of product (1.0 means a 100% yield; for example, 0.34 means a 34% yield). (1) The reactants are [Br:1][C:2]1[C:7]([C:8]2([OH:12])[CH2:11][CH2:10][CH2:9]2)=[CH:6][CH:5]=[CH:4][N:3]=1.[H-].[Na+].[CH3:15]I. The catalyst is CN(C=O)C. The product is [Br:1][C:2]1[C:7]([C:8]2([O:12][CH3:15])[CH2:11][CH2:10][CH2:9]2)=[CH:6][CH:5]=[CH:4][N:3]=1. The yield is 0.710. (2) The reactants are [CH2:1]([O:8][C@H:9]1[C@H:14]([O:15][CH2:16][C:17]2[CH:22]=[CH:21][CH:20]=[CH:19][CH:18]=2)[C@@H:13]([CH2:23][O:24][CH2:25][C:26]2[CH:31]=[CH:30][CH:29]=[CH:28][CH:27]=2)[O:12][C@H:11]([CH2:32][I:33])[C@@H:10]1[OH:34])[C:2]1[CH:7]=[CH:6][CH:5]=[CH:4][CH:3]=1.N1C(C)=CC=CC=1C.[Si:43](OS(C(F)(F)F)(=O)=O)([C:46]([CH3:49])([CH3:48])[CH3:47])([CH3:45])[CH3:44]. The catalyst is C(Cl)Cl. The product is [CH2:1]([O:8][C@H:9]1[C@H:14]([O:15][CH2:16][C:17]2[CH:22]=[CH:21][CH:20]=[CH:19][CH:18]=2)[C@@H:13]([CH2:23][O:24][CH2:25][C:26]2[CH:31]=[CH:30][CH:29]=[CH:28][CH:27]=2)[O:12][C@H:11]([CH2:32][I:33])[C@@H:10]1[O:34][Si:43]([C:46]([CH3:49])([CH3:48])[CH3:47])([CH3:45])[CH3:44])[C:2]1[CH:7]=[CH:6][CH:5]=[CH:4][CH:3]=1. The yield is 0.940. (3) The catalyst is C(Cl)Cl. The product is [CH2:10]([N:4]1[CH2:3][CH:20]=[C:19]([C:18](=[O:21])[CH3:17])[CH2:5]1)[C:11]1[CH:12]=[CH:13][CH:14]=[CH:15][CH:16]=1. The reactants are CO[CH2:3][N:4]([CH2:10][C:11]1[CH:16]=[CH:15][CH:14]=[CH:13][CH:12]=1)[CH2:5][Si](C)(C)C.[CH3:17][C:18](=[O:21])[C:19]#[CH:20].FC(F)(F)C(O)=O. The yield is 0.490. (4) The reactants are [Cl:1][C:2]1[CH:3]=[CH:4][C:5]([OH:17])=[C:6]([CH2:8][C:9]2[CH:14]=[C:13]([Cl:15])[CH:12]=[CH:11][C:10]=2[OH:16])[CH:7]=1.I[CH2:19]I.C(=O)([O-])[O-].[K+].[K+]. The catalyst is CN(C=O)C. The product is [Cl:1][C:2]1[CH:3]=[CH:4][C:5]2[O:17][CH2:19][O:16][C:10]3[CH:11]=[CH:12][C:13]([Cl:15])=[CH:14][C:9]=3[CH2:8][C:6]=2[CH:7]=1. The yield is 0.840. (5) The reactants are [CH:1]([C:4]1[CH:5]=[C:6]([C:12]([OH:14])=O)[O:7][C:8]=1[CH:9]([CH3:11])[CH3:10])([CH3:3])[CH3:2].[NH2:15][C:16]1[CH:17]=[CH:18][C:19]([C:22]([O:24][CH3:25])=[O:23])=[N:20][CH:21]=1. No catalyst specified. The product is [CH:1]([C:4]1[CH:5]=[C:6]([C:12]([NH:15][C:16]2[CH:17]=[CH:18][C:19]([C:22]([O:24][CH3:25])=[O:23])=[N:20][CH:21]=2)=[O:14])[O:7][C:8]=1[CH:9]([CH3:10])[CH3:11])([CH3:2])[CH3:3]. The yield is 0.770. (6) The reactants are [C:1]([O:5][C:6]([N:8]1[CH:13]2[CH2:14][CH2:15][CH:9]1[CH2:10][N:11]([C:16]1[CH:21]=[CH:20][N:19]=[C:18]([NH:22][C:23]3[CH:24]=[N:25][C:26]([C:30]([O:32]C)=O)=[C:27]([F:29])[CH:28]=3)[N:17]=1)[CH2:12]2)=[O:7])([CH3:4])([CH3:3])[CH3:2].[NH3:34].CO. No catalyst specified. The product is [C:1]([O:5][C:6]([N:8]1[CH:9]2[CH2:15][CH2:14][CH:13]1[CH2:12][N:11]([C:16]1[CH:21]=[CH:20][N:19]=[C:18]([NH:22][C:23]3[CH:24]=[N:25][C:26]([C:30](=[O:32])[NH2:34])=[C:27]([F:29])[CH:28]=3)[N:17]=1)[CH2:10]2)=[O:7])([CH3:3])([CH3:2])[CH3:4]. The yield is 0.720. (7) The reactants are C([O:3][C:4]([C:6]1[C:7]2[CH:14]=[CH:13][N:12]([S:15]([C:18]3[CH:23]=[CH:22][C:21]([CH3:24])=[CH:20][CH:19]=3)(=[O:17])=[O:16])[C:8]=2[N:9]=[CH:10][N:11]=1)=[CH2:5])C.C1COCC1. The catalyst is CO. The product is [C:21]1([CH3:24])[CH:20]=[CH:19][C:18]([S:15]([N:12]2[C:8]3[N:9]=[CH:10][N:11]=[C:6]([C:4](=[O:3])[CH3:5])[C:7]=3[CH:14]=[CH:13]2)(=[O:17])=[O:16])=[CH:23][CH:22]=1. The yield is 0.890. (8) The reactants are [CH:1]1([N:6]2[CH2:12][C:11]3([CH2:14][CH2:13]3)[C:10](=[O:15])[N:9]([CH3:16])[C:8]3[CH:17]=[N:18][C:19]([NH:21][C:22]4[CH:30]=[CH:29][C:25]([C:26](O)=[O:27])=[CH:24][C:23]=4[O:31][CH3:32])=[N:20][C:7]2=3)[CH2:5][CH2:4][CH2:3][CH2:2]1.CCN(C(C)C)C(C)C.CN(C(ON1N=NC2C=CC=CC1=2)=[N+](C)C)C.[B-](F)(F)(F)F.[CH2:64]([N:71]1[CH2:76][CH2:75][N:74]([CH:77]2[CH2:82][CH2:81][CH:80]([NH2:83])[CH2:79][CH2:78]2)[CH2:73][CH2:72]1)[C:65]1[CH:70]=[CH:69][CH:68]=[CH:67][CH:66]=1. The catalyst is CN(C=O)C. The product is [CH2:64]([N:71]1[CH2:72][CH2:73][N:74]([C@H:77]2[CH2:82][CH2:81][C@H:80]([NH:83][C:26](=[O:27])[C:25]3[CH:29]=[CH:30][C:22]([NH:21][C:19]4[N:18]=[CH:17][C:8]5[N:9]([CH3:16])[C:10](=[O:15])[C:11]6([CH2:14][CH2:13]6)[CH2:12][N:6]([CH:1]6[CH2:2][CH2:3][CH2:4][CH2:5]6)[C:7]=5[N:20]=4)=[C:23]([O:31][CH3:32])[CH:24]=3)[CH2:79][CH2:78]2)[CH2:75][CH2:76]1)[C:65]1[CH:66]=[CH:67][CH:68]=[CH:69][CH:70]=1. The yield is 0.130. (9) The reactants are O.Cl.[F:3][CH2:4][CH2:5][NH2:6].[CH2:7]1[C:12](=[O:13])[O:11][CH2:10][C:8]1=O.C([O-])(=O)C.[Na+]. The product is [F:3][CH2:4][CH2:5][NH:6][C:8]1[CH2:10][O:11][C:12](=[O:13])[CH:7]=1. The catalyst is C1(C)C=CC=CC=1.C1(C)C=CC(S(O)(=O)=O)=CC=1. The yield is 0.420.